From a dataset of Full USPTO retrosynthesis dataset with 1.9M reactions from patents (1976-2016). Predict the reactants needed to synthesize the given product. (1) The reactants are: C([O:5][C:6](=[O:32])[CH2:7][CH2:8][N:9]1[CH2:14][CH2:13][O:12][CH:11]([C:15]2[CH:20]=[CH:19][C:18]([O:21][CH2:22][C:23]3[C:28]([Cl:29])=[CH:27][CH:26]=[CH:25][C:24]=3[Cl:30])=[CH:17][C:16]=2[CH3:31])[CH2:10]1)(C)(C)C.[C:33]([OH:39])([C:35]([F:38])([F:37])[F:36])=[O:34]. Given the product [F:36][C:35]([F:38])([F:37])[C:33]([OH:39])=[O:34].[Cl:29][C:28]1[CH:27]=[CH:26][CH:25]=[C:24]([Cl:30])[C:23]=1[CH2:22][O:21][C:18]1[CH:19]=[CH:20][C:15]([CH:11]2[O:12][CH2:13][CH2:14][N:9]([CH2:8][CH2:7][C:6]([OH:32])=[O:5])[CH2:10]2)=[C:16]([CH3:31])[CH:17]=1, predict the reactants needed to synthesize it. (2) Given the product [CH2:29]([O:28][C:19]1[CH:18]=[C:17]2[C:22](=[C:21]3[CH2:23][C:24]([CH3:27])([CH3:26])[O:25][C:20]=13)[C:13]([C:11]1[CH:10]=[CH:9][C:4]([C:5]([O:7][CH3:8])=[O:6])=[C:3]([NH:2][C:34]3[CH:39]=[CH:38][CH:37]=[CH:36][CH:35]=3)[CH:12]=1)=[N:14][C:15]([CH3:31])([CH3:32])[CH2:16]2)[CH3:30], predict the reactants needed to synthesize it. The reactants are: Cl.[NH2:2][C:3]1[CH:12]=[C:11]([C:13]2[C:22]3[C:17](=[CH:18][C:19]([O:28][CH2:29][CH3:30])=[C:20]4[O:25][C:24]([CH3:27])([CH3:26])[CH2:23][C:21]4=3)[CH2:16][C:15]([CH3:32])([CH3:31])[N:14]=2)[CH:10]=[CH:9][C:4]=1[C:5]([O:7][CH3:8])=[O:6].Br[C:34]1[CH:39]=[CH:38][CH:37]=[CH:36][CH:35]=1.C(=O)([O-])[O-].[Cs+].[Cs+].C1(P(C2C=CC=CC=2)C2C=CC3C(=CC=CC=3)C=2C2C3C(=CC=CC=3)C=CC=2P(C2C=CC=CC=2)C2C=CC=CC=2)C=CC=CC=1.C(=O)([O-])O.[Na+]. (3) Given the product [C:1]1([C:6]2[NH:7][C:8]3[C:13]([CH:14]=2)=[C:12]([O:15][CH2:24][CH2:25][N:26]2[CH2:31][CH2:30][O:29][CH2:28][CH2:27]2)[CH:11]=[CH:10][CH:9]=3)[CH2:5][CH2:4][CH2:3][CH:2]=1, predict the reactants needed to synthesize it. The reactants are: [C:1]1([C:6]2[NH:7][C:8]3[CH:9]=[CH:10][CH:11]=[C:12]([OH:15])[C:13]=3[CH:14]=2)[CH2:5][CH2:4][CH2:3][CH:2]=1.C(=O)([O-])[O-].[Cs+].[Cs+].Cl.Cl[CH2:24][CH2:25][N:26]1[CH2:31][CH2:30][O:29][CH2:28][CH2:27]1.[Na+].[I-]. (4) Given the product [Br:1][C:2]1([CH:13]([C:19]2[CH:24]=[CH:23][CH:22]=[C:21]([Cl:25])[CH:20]=2)[CH2:14][CH2:15][C:16]([O:18][CH3:26])=[O:17])[C:10]2[C:5](=[CH:6][C:7]([Cl:11])=[CH:8][CH:9]=2)[NH:4][C:3]1=[O:12], predict the reactants needed to synthesize it. The reactants are: [Br:1][C:2]1([CH:13]([C:19]2[CH:24]=[CH:23][CH:22]=[C:21]([Cl:25])[CH:20]=2)[CH2:14][CH2:15][C:16]([OH:18])=[O:17])[C:10]2[C:5](=[CH:6][C:7]([Cl:11])=[CH:8][CH:9]=2)[NH:4][C:3]1=[O:12].[CH3:26]O. (5) The reactants are: Br[C:2]1[CH:10]=[CH:9][C:5]([C:6]([OH:8])=[O:7])=[C:4]([N+:11]([O-:13])=[O:12])[CH:3]=1.[Cl:14][C:15]1[CH:16]=[C:17](OB(O)O)[CH:18]=[CH:19][C:20]=1[Cl:21]. Given the product [Cl:14][C:15]1[CH:16]=[C:17]([C:2]2[CH:10]=[CH:9][C:5]([C:6]([OH:8])=[O:7])=[C:4]([N+:11]([O-:13])=[O:12])[CH:3]=2)[CH:18]=[CH:19][C:20]=1[Cl:21], predict the reactants needed to synthesize it. (6) Given the product [Cl:21][C:15]1[C:16]([Cl:20])=[CH:17][CH:18]=[CH:19][C:14]=1[NH:13][C:11](=[O:12])[NH2:10], predict the reactants needed to synthesize it. The reactants are: C(C1C=C([NH:10][C:11]([NH:13][C:14]2[CH:19]=[CH:18][CH:17]=[C:16]([Cl:20])[C:15]=2[Cl:21])=[O:12])N(C2C=C(CC(OCC)=O)C=CC=2)N=1)(C)(C)C.CN. (7) Given the product [CH2:11]1[CH2:10][O:9][C:8]23[O:13][CH2:14][CH2:1][O:2][C:3]2([C@:4]2([CH2:27][CH2:26][C@H:25]4[C@@H:15]([C@H:16]([CH2:28][OH:29])[CH2:17][CH:18]5[C@:23]4([CH3:24])[CH2:22][CH2:21][CH2:20][CH2:19]5)[C@@H:6]2[CH2:7]3)[CH3:5])[O:12]1, predict the reactants needed to synthesize it. The reactants are: [CH2:1]1[CH2:14][O:13][C:8]23[O:9][CH2:10][CH2:11][O:12][C:3]2([C@:4]2([CH2:27][CH2:26][C@H:25]4[C@@H:15]([C@@H:16]([CH2:28][OH:29])[CH2:17][CH:18]5[C@:23]4([CH3:24])[CH2:22][CH2:21][CH2:20][CH2:19]5)[C@@H:6]2[CH2:7]3)[CH3:5])[O:2]1.C1COC23OCCOC2([C@]2(CC[C@H]4[C@@H](C(=C)CC5[C@]4(C)CCCC5)[C@@H]2C3)C)O1.C1COC23OCCOC2([C@]2(CC[C@H]4[C@@H](C[C@@H](CO)C5[C@]4(C)CCCC5)[C@@H]2C3)C)O1. (8) Given the product [CH3:36][N:15]([CH2:16][C:17]1[CH:26]=[CH:25][C:20]([C:21]([O:23][CH3:24])=[O:22])=[CH:19][CH:18]=1)[C:6]1[CH:7]=[C:8]([C:11]([F:14])([F:13])[F:12])[CH:9]=[CH:10][C:5]=1[N:4]([S:27]([C:30]1[CH:35]=[CH:34][CH:33]=[CH:32][CH:31]=1)(=[O:29])=[O:28])[CH:1]([CH3:3])[CH3:2], predict the reactants needed to synthesize it. The reactants are: [CH:1]([N:4]([S:27]([C:30]1[CH:35]=[CH:34][CH:33]=[CH:32][CH:31]=1)(=[O:29])=[O:28])[C:5]1[CH:10]=[CH:9][C:8]([C:11]([F:14])([F:13])[F:12])=[CH:7][C:6]=1[NH:15][CH2:16][C:17]1[CH:26]=[CH:25][C:20]([C:21]([O:23][CH3:24])=[O:22])=[CH:19][CH:18]=1)([CH3:3])[CH3:2].[C:36]1(S(NC2C=CC(C(F)(F)F)=CC=2NCC2C=CC(C(OC)=O)=CC=2)(=O)=O)C=CC=CC=1.[H-].[Na+].CI. (9) Given the product [CH:18]([N:4]1[N:3]=[C:2]([NH:27][C:28]2[CH:32]=[C:31]([CH3:33])[NH:30][N:29]=2)[C:11]2[C:6](=[CH:7][C:8]([O:12][CH2:13][CH2:14][S:15][CH3:16])=[CH:9][CH:10]=2)[C:5]1=[O:17])([CH3:20])[CH3:19], predict the reactants needed to synthesize it. The reactants are: Br[C:2]1[C:11]2[C:6](=[CH:7][C:8]([O:12][CH2:13][CH2:14][S:15][CH3:16])=[CH:9][CH:10]=2)[C:5](=[O:17])[N:4]([CH:18]([CH3:20])[CH3:19])[N:3]=1.CC(C)([O-])C.[Na+].[NH2:27][C:28]1[CH:32]=[C:31]([CH3:33])[NH:30][N:29]=1.C(P(C(C)(C)C)C1C=CC=CC=1C1C=CC=CC=1)(C)(C)C.